Task: Predict the reactants needed to synthesize the given product.. Dataset: Full USPTO retrosynthesis dataset with 1.9M reactions from patents (1976-2016) (1) Given the product [CH3:31][C:30]1[CH:29]=[C:28]([CH3:32])[NH:27][C:26](=[O:33])[C:25]=1[CH2:24][NH:23][C:21]([C:10]1[CH:9]=[C:8]([C:5]2[CH:4]=[CH:3][C:2]([N:40]3[CH2:39][CH2:38][N:37]([C:41]([O:43][C:44]([CH3:47])([CH3:46])[CH3:45])=[O:42])[CH2:36][C@H:35]3[CH3:34])=[N:7][CH:6]=2)[CH:16]=[C:15]2[C:11]=1[C:12]([CH3:20])=[CH:13][N:14]2[CH:17]([CH3:19])[CH3:18])=[O:22], predict the reactants needed to synthesize it. The reactants are: Cl[C:2]1[N:7]=[CH:6][C:5]([C:8]2[CH:9]=[C:10]([C:21]([NH:23][CH2:24][C:25]3[C:26](=[O:33])[NH:27][C:28]([CH3:32])=[CH:29][C:30]=3[CH3:31])=[O:22])[C:11]3[C:12]([CH3:20])=[CH:13][N:14]([CH:17]([CH3:19])[CH3:18])[C:15]=3[CH:16]=2)=[CH:4][CH:3]=1.[CH3:34][C@H:35]1[NH:40][CH2:39][CH2:38][N:37]([C:41]([O:43][C:44]([CH3:47])([CH3:46])[CH3:45])=[O:42])[CH2:36]1.CC(C)([O-])C.[Na+]. (2) Given the product [NH2:28][C:13]1[N:14]([CH2:17][CH3:18])[C:15](=[O:16])[C:11]2([C:4]3[C:5](=[CH:6][CH:7]=[C:2]([Br:1])[CH:3]=3)[O:8][CH:9]([C:22]3[CH:27]=[CH:26][CH:25]=[CH:24][CH:23]=3)[CH2:10]2)[N:12]=1, predict the reactants needed to synthesize it. The reactants are: [Br:1][C:2]1[CH:3]=[C:4]2[C:11]3([C:15](=[O:16])[N:14]([CH2:17][CH3:18])[C:13](SCC)=[N:12]3)[CH2:10][CH:9]([C:22]3[CH:27]=[CH:26][CH:25]=[CH:24][CH:23]=3)[O:8][C:5]2=[CH:6][CH:7]=1.[NH4+:28].[I-].N.CCO. (3) The reactants are: [CH:1]1([N:7]([CH:18]2[CH2:23][CH2:22][CH2:21][CH2:20][CH2:19]2)[C:8]([NH:10][C:11]2[S:12][C:13]([CH:16]=O)=[CH:14][N:15]=2)=[O:9])[CH2:6][CH2:5][CH2:4][CH2:3][CH2:2]1.[NH:24]1[CH2:29][CH2:28][NH:27][CH2:26][C:25]1=[O:30].C(O)(=O)C.C(O[BH-](OC(=O)C)OC(=O)C)(=O)C.[Na+]. Given the product [CH:18]1([N:7]([CH:1]2[CH2:6][CH2:5][CH2:4][CH2:3][CH2:2]2)[C:8]([NH:10][C:11]2[S:12][C:13]([CH2:16][N:27]3[CH2:28][CH2:29][NH:24][C:25](=[O:30])[CH2:26]3)=[CH:14][N:15]=2)=[O:9])[CH2:19][CH2:20][CH2:21][CH2:22][CH2:23]1, predict the reactants needed to synthesize it. (4) Given the product [OH:1][C:2]1[CH:9]=[CH:8][C:5](/[CH:6]=[N+:13](\[O-:14])/[CH:10]([CH3:12])[CH3:11])=[CH:4][CH:3]=1, predict the reactants needed to synthesize it. The reactants are: [OH:1][C:2]1[CH:9]=[CH:8][C:5]([CH:6]=O)=[CH:4][CH:3]=1.[CH:10]([NH:13][OH:14])([CH3:12])[CH3:11]. (5) Given the product [CH2:12]([C:2]1[CH:7]=[CH:6][CH:5]=[C:4]([O:8][CH3:9])[N:3]=1)[CH:11]=[CH2:10], predict the reactants needed to synthesize it. The reactants are: Br[C:2]1[CH:7]=[CH:6][CH:5]=[C:4]([O:8][CH3:9])[N:3]=1.[CH2:10](B1OC(C)(C)C(C)(C)O1)[CH:11]=[CH2:12].[F-].[Cs+].C1COCC1. (6) Given the product [CH2:2]=[C:1]1[CH2:4][CH2:25][C@@:22]2([CH2:23][CH3:24])[C:9]([CH2:10][CH2:11][C@@H:12]3[C@@H:21]2[CH2:20][CH2:19][C@@:17]2([CH3:18])[C@H:13]3[CH2:14][CH2:15][C@@H:16]2[OH:27])=[CH:3]1, predict the reactants needed to synthesize it. The reactants are: [C:1]([Li])([CH3:4])([CH3:3])[CH3:2].O=C1[CH2:24][CH2:23][C@@:22]2([CH2:25]C)[C:9]([CH2:10][CH2:11][C@@H:12]3[C@@H:21]2[CH2:20][CH2:19][C@@:17]2([CH3:18])[C@H:13]3[CH2:14][CH2:15][C@@H:16]2[OH:27])=C1. (7) Given the product [OH:2][C:3]1[CH:12]=[CH:11][C:10]2[C:9](=[O:13])[N:8]([C:14]3[CH:15]=[N:16][CH:17]=[C:18]([O:20][CH3:21])[CH:19]=3)[CH2:7][CH2:6][C:5]=2[N:4]=1, predict the reactants needed to synthesize it. The reactants are: C[O:2][C:3]1[CH:12]=[CH:11][C:10]2[C:9](=[O:13])[N:8]([C:14]3[CH:15]=[N:16][CH:17]=[C:18]([O:20][CH3:21])[CH:19]=3)[CH2:7][CH2:6][C:5]=2[N:4]=1.